Predict the reactants needed to synthesize the given product. From a dataset of Full USPTO retrosynthesis dataset with 1.9M reactions from patents (1976-2016). (1) Given the product [C:57]([N:4]1[CH2:5][CH2:6][CH2:7][N:1]([CH2:8][C:9]2[N:14]=[C:13]([C:15]([NH:17][C:18]3[CH:23]=[CH:22][C:21]([N:24]4[CH2:25][CH2:26][CH2:27][CH2:28][CH2:29]4)=[CH:20][C:19]=3[C:30]3[CH:35]=[C:34]([C:36](=[O:49])[NH:37][CH2:38][C:39]4[CH:44]=[CH:43][CH:42]=[C:41]([C:45]([F:47])([F:46])[F:48])[CH:40]=4)[CH:33]=[CH:32][N:31]=3)=[O:16])[CH:12]=[CH:11][CH:10]=2)[CH2:2][CH2:3]1)(=[O:59])[CH3:58], predict the reactants needed to synthesize it. The reactants are: [N:1]1([CH2:8][C:9]2[N:14]=[C:13]([C:15]([NH:17][C:18]3[CH:23]=[CH:22][C:21]([N:24]4[CH2:29][CH2:28][CH2:27][CH2:26][CH2:25]4)=[CH:20][C:19]=3[C:30]3[CH:35]=[C:34]([C:36](=[O:49])[NH:37][CH2:38][C:39]4[CH:44]=[CH:43][CH:42]=[C:41]([C:45]([F:48])([F:47])[F:46])[CH:40]=4)[CH:33]=[CH:32][N:31]=3)=[O:16])[CH:12]=[CH:11][CH:10]=2)[CH2:7][CH2:6][CH2:5][NH:4][CH2:3][CH2:2]1.C(N(CC)CC)C.[C:57](Cl)(=[O:59])[CH3:58]. (2) Given the product [C:17]([N:15]=[C:11]([O:12][CH2:13][CH3:14])[CH2:10][C:4]1[CH:5]=[CH:6][C:7]([F:9])=[CH:8][C:3]=1[F:2])#[N:16], predict the reactants needed to synthesize it. The reactants are: Cl.[F:2][C:3]1[CH:8]=[C:7]([F:9])[CH:6]=[CH:5][C:4]=1[CH2:10][C:11](=[NH:15])[O:12][CH2:13][CH3:14].[N:16]#[C:17]N. (3) Given the product [Cl:2][C:3]1[N:8]=[CH:7][C:6]([CH2:9][N:10]2[CH:15]=[CH:14][CH:13]=[CH:12][C:11]2=[N:16][C:30]([NH:29][C:27]([O:26][CH2:24][CH3:25])=[O:28])=[S:31])=[CH:5][CH:4]=1, predict the reactants needed to synthesize it. The reactants are: Cl.[Cl:2][C:3]1[N:8]=[CH:7][C:6]([CH2:9][N:10]2[CH:15]=[CH:14][CH:13]=[CH:12][C:11]2=[NH:16])=[CH:5][CH:4]=1.C(N(CC)CC)C.[CH2:24]([O:26][C:27]([N:29]=[C:30]=[S:31])=[O:28])[CH3:25]. (4) Given the product [NH2:1][CH2:4][CH:5]1[CH2:9][CH2:8][CH:7]([CH2:10][NH2:11])[O:6]1, predict the reactants needed to synthesize it. The reactants are: [N:1]([CH2:4][CH:5]1[CH2:9][CH2:8][CH:7]([CH2:10][N:11]=[N+]=[N-])[O:6]1)=[N+]=[N-]. (5) Given the product [Cl:1][C:2]1[N:10]=[C:9]([O:16][CH2:15][CH:14]([F:17])[F:13])[C:8]([F:12])=[CH:7][C:3]=1[C:4]([OH:6])=[O:5], predict the reactants needed to synthesize it. The reactants are: [Cl:1][C:2]1[N:10]=[C:9](Cl)[C:8]([F:12])=[CH:7][C:3]=1[C:4]([OH:6])=[O:5].[F:13][CH:14]([F:17])[CH2:15][OH:16]. (6) Given the product [CH2:33]([N:10]1[CH:11]=[C:12]([C:14]2[CH:15]=[CH:16][C:17]([C:20]3[C:25]4[O:26][C:27]5[CH:32]=[CH:31][CH:30]=[CH:29][C:28]=5[C:24]=4[CH:23]=[CH:22][CH:21]=3)=[CH:18][CH:19]=2)[CH:13]=[C:8]([NH:7][C:5](=[O:6])[C:4]([OH:41])=[O:3])[C:9]1=[O:40])[C:34]1[CH:39]=[CH:38][CH:37]=[CH:36][CH:35]=1, predict the reactants needed to synthesize it. The reactants are: C([O:3][C:4](=[O:41])[C:5]([NH:7][C:8]1[C:9](=[O:40])[N:10]([CH2:33][C:34]2[CH:39]=[CH:38][CH:37]=[CH:36][CH:35]=2)[CH:11]=[C:12]([C:14]2[CH:19]=[CH:18][C:17]([C:20]3[C:25]4[O:26][C:27]5[CH:32]=[CH:31][CH:30]=[CH:29][C:28]=5[C:24]=4[CH:23]=[CH:22][CH:21]=3)=[CH:16][CH:15]=2)[CH:13]=1)=[O:6])C.[OH-].[Na+].Cl.